This data is from Reaction yield outcomes from USPTO patents with 853,638 reactions. The task is: Predict the reaction yield, written as a fraction of the theoretical maximum amount of product (1.0 means a 100% yield; for example, 0.34 means a 34% yield). (1) The catalyst is C(O)C.C(O)(=O)C. The reactants are [C:1]1([S:7]([N:10]2[C:14]3=[N:15][CH:16]=[C:17]([Cl:19])[CH:18]=[C:13]3[C:12]([CH2:20][C:21]3[S:25][C:24]([NH2:26])=[N:23][C:22]=3[Cl:27])=[CH:11]2)(=[O:9])=[O:8])[CH:6]=[CH:5][CH:4]=[CH:3][CH:2]=1.[F:28][C:29]1[CH:30]=[C:31]([CH:35]=O)[CH:32]=[N:33][CH:34]=1.C([BH3-])#N.C(=O)([O-])[O-].[K+].[K+]. The product is [C:1]1([S:7]([N:10]2[C:14]3=[N:15][CH:16]=[C:17]([Cl:19])[CH:18]=[C:13]3[C:12]([CH2:20][C:21]3[S:25][C:24]([NH:26][CH2:35][C:31]4[CH:32]=[N:33][CH:34]=[C:29]([F:28])[CH:30]=4)=[N:23][C:22]=3[Cl:27])=[CH:11]2)(=[O:9])=[O:8])[CH:2]=[CH:3][CH:4]=[CH:5][CH:6]=1. The yield is 0.480. (2) The product is [CH2:35]([O:34][C:20]1[C:19]([CH2:18][CH2:17][CH2:16][O:15][C:14]2[CH:13]=[CH:12][C:11]([CH2:37][CH2:38][C:39]([O:41][CH2:42][CH3:43])=[O:40])=[CH:10][C:9]=2[OH:8])=[CH:23][N:22]([C:24]2[CH:29]=[CH:28][C:27]([C:30]([F:31])([F:33])[F:32])=[CH:26][N:25]=2)[N:21]=1)[CH3:36]. The yield is 0.920. The reactants are C([O:8][C:9]1[CH:10]=[C:11]([CH2:37][CH2:38][C:39]([O:41][CH2:42][CH3:43])=[O:40])[CH:12]=[CH:13][C:14]=1[O:15][CH2:16][CH2:17][CH2:18][C:19]1[C:20]([O:34][CH2:35][CH3:36])=[N:21][N:22]([C:24]2[CH:29]=[CH:28][C:27]([C:30]([F:33])([F:32])[F:31])=[CH:26][N:25]=2)[CH:23]=1)C1C=CC=CC=1.O1CCCC1. The catalyst is [C].[Pd].C(O)C. (3) The reactants are [N:1]1([CH2:7][CH2:8][O:9][C:10]2[CH:17]=[C:16]([C:18]([F:21])([F:20])[F:19])[CH:15]=[CH:14][C:11]=2[C:12]#[N:13])[CH2:6][CH2:5][O:4][CH2:3][CH2:2]1.N. The catalyst is C(O)C.[Pd].O. The product is [N:1]1([CH2:7][CH2:8][O:9][C:10]2[CH:17]=[C:16]([C:18]([F:20])([F:19])[F:21])[CH:15]=[CH:14][C:11]=2[CH2:12][NH2:13])[CH2:6][CH2:5][O:4][CH2:3][CH2:2]1. The yield is 0.960. (4) The reactants are C([O:8][C:9]1[CH:18]=[C:17]2[C:12]([C:13]([O:19][C:20]3[CH:25]=[CH:24][C:23]([N+:26]([O-:28])=[O:27])=[CH:22][C:21]=3[F:29])=[CH:14][CH:15]=[N:16]2)=[CH:11][C:10]=1[O:30][CH3:31])C1C=CC=CC=1.Br. The catalyst is CC(O)=O. The product is [F:29][C:21]1[CH:22]=[C:23]([N+:26]([O-:28])=[O:27])[CH:24]=[CH:25][C:20]=1[O:19][C:13]1[C:12]2[C:17](=[CH:18][C:9]([OH:8])=[C:10]([O:30][CH3:31])[CH:11]=2)[N:16]=[CH:15][CH:14]=1. The yield is 0.920. (5) The reactants are [CH3:1][C:2]1[CH:7]=[CH:6][C:5]([S:8]([O:11][CH2:12][CH:13]2[CH2:17][C:16]3[CH:18]=[C:19]([C:23]#[N:24])[CH:20]=[C:21](Br)[C:15]=3[O:14]2)(=[O:10])=[O:9])=[CH:4][CH:3]=1.[CH3:25][C:26]1[CH:31]=[CH:30][CH:29]=[CH:28][C:27]=1B(O)O.C(C1C=CC=CC=1B1OC(C)(C)C(C)(C)O1)(C)C. No catalyst specified. The product is [CH3:1][C:2]1[CH:7]=[CH:6][C:5]([S:8]([O:11][CH2:12][CH:13]2[CH2:17][C:16]3[CH:18]=[C:19]([C:23]#[N:24])[CH:20]=[C:21]([C:27]4[CH:28]=[CH:29][CH:30]=[CH:31][C:26]=4[CH3:25])[C:15]=3[O:14]2)(=[O:10])=[O:9])=[CH:4][CH:3]=1. The yield is 0.990.